This data is from Reaction yield outcomes from USPTO patents with 853,638 reactions. The task is: Predict the reaction yield, written as a fraction of the theoretical maximum amount of product (1.0 means a 100% yield; for example, 0.34 means a 34% yield). (1) The reactants are [C:1]([C:3]1[CH:4]=[C:5]([CH:10]=[CH:11][C:12]=1[O:13][CH:14]([CH3:16])[CH3:15])[C:6]([O:8]C)=[O:7])#[N:2].[OH-].[K+]. The catalyst is O1CCCC1. The product is [C:1]([C:3]1[CH:4]=[C:5]([CH:10]=[CH:11][C:12]=1[O:13][CH:14]([CH3:16])[CH3:15])[C:6]([OH:8])=[O:7])#[N:2]. The yield is 0.870. (2) The reactants are [C:1]([C:3]1[CH:4]=[C:5]([CH:29]([CH3:31])[CH3:30])[C:6]2[O:10][C:9]([C:11]3[CH:27]=[CH:26][C:14]([C:15]([NH:17][CH2:18][CH:19]4[CH2:24][CH2:23][C:22](=[O:25])[CH2:21][CH2:20]4)=[O:16])=[CH:13][CH:12]=3)=[N:8][C:7]=2[CH:28]=1)#[N:2].N1C(C)=CC=CC=1C.[F:40][C:41]([F:54])([F:53])[S:42](O[S:42]([C:41]([F:54])([F:53])[F:40])(=[O:44])=[O:43])(=[O:44])=[O:43]. The catalyst is ClCCl. The product is [F:40][C:41]([F:54])([F:53])[S:42]([O:25][C:22]1[CH2:21][CH2:20][CH:19]([CH2:18][NH:17][C:15](=[O:16])[C:14]2[CH:26]=[CH:27][C:11]([C:9]3[O:10][C:6]4[C:5]([CH:29]([CH3:31])[CH3:30])=[CH:4][C:3]([C:1]#[N:2])=[CH:28][C:7]=4[N:8]=3)=[CH:12][CH:13]=2)[CH2:24][CH:23]=1)(=[O:44])=[O:43]. The yield is 0.770. (3) The reactants are [CH:1](=[C:8]1/[N:9]=[C:10]([C:14]2[CH:19]=[C:18]([F:20])[CH:17]=[CH:16][C:15]=2[F:21])[NH:11][C:12]/1=[O:13])/[C:2]1[CH:7]=[CH:6][CH:5]=[CH:4][CH:3]=1.[CH:22](=[O:26])/[CH:23]=[CH:24]/[CH3:25]. No catalyst specified. The product is [F:21][C:15]1[CH:16]=[CH:17][C:18]([F:20])=[CH:19][C:14]=1[C:10]1[NH:11][C:12]2[O:13][C:22](=[O:26])[CH:23]([CH2:24][CH3:25])[CH:1]([C:2]3[CH:3]=[CH:4][CH:5]=[CH:6][CH:7]=3)[C:8]=2[N:9]=1. The yield is 0.800.